Dataset: Full USPTO retrosynthesis dataset with 1.9M reactions from patents (1976-2016). Task: Predict the reactants needed to synthesize the given product. (1) Given the product [CH3:20][N:19]([CH3:21])[CH2:18][C:12]1([C:9]2[CH:10]=[CH:11][C:6]([O:5][CH2:4][CH2:3][CH2:2][N:22]3[CH2:27][CH2:26][O:25][CH2:24][CH2:23]3)=[CH:7][CH:8]=2)[CH2:17][CH2:16][O:15][CH2:14][CH2:13]1, predict the reactants needed to synthesize it. The reactants are: Cl[CH2:2][CH2:3][CH2:4][O:5][C:6]1[CH:11]=[CH:10][C:9]([C:12]2([CH2:18][N:19]([CH3:21])[CH3:20])[CH2:17][CH2:16][O:15][CH2:14][CH2:13]2)=[CH:8][CH:7]=1.[NH:22]1[CH2:27][CH2:26][O:25][CH2:24][CH2:23]1.C(=O)([O-])[O-].[K+].[K+]. (2) Given the product [CH:1]1([C:7]2[O:8][C:9]([CH3:15])=[C:10]([C:12]([Cl:19])=[O:13])[N:11]=2)[CH2:6][CH2:5][CH2:4][CH2:3][CH2:2]1, predict the reactants needed to synthesize it. The reactants are: [CH:1]1([C:7]2[O:8][C:9]([CH3:15])=[C:10]([C:12](O)=[O:13])[N:11]=2)[CH2:6][CH2:5][CH2:4][CH2:3][CH2:2]1.C(Cl)(=O)C([Cl:19])=O. (3) Given the product [CH2:1]([O:8][C:9]1[N:24]=[C:23]([Br:41])[C:22]([OH:25])=[C:21]([O:26][CH2:27][C:28]2[CH:33]=[CH:32][CH:31]=[CH:30][CH:29]=2)[C:10]=1[C:11]([O:13][CH2:14][C:15]1[CH:20]=[CH:19][CH:18]=[CH:17][CH:16]=1)=[O:12])[C:2]1[CH:7]=[CH:6][CH:5]=[CH:4][CH:3]=1, predict the reactants needed to synthesize it. The reactants are: [CH2:1]([O:8][C:9]1[N:24]=[CH:23][C:22]([OH:25])=[C:21]([O:26][CH2:27][C:28]2[CH:33]=[CH:32][CH:31]=[CH:30][CH:29]=2)[C:10]=1[C:11]([O:13][CH2:14][C:15]1[CH:20]=[CH:19][CH:18]=[CH:17][CH:16]=1)=[O:12])[C:2]1[CH:7]=[CH:6][CH:5]=[CH:4][CH:3]=1.C1C(=O)N([Br:41])C(=O)C1.O. (4) Given the product [F:18][C:13]1[CH:14]=[CH:15][CH:16]=[CH:17][C:12]=1[N:11]1[C:7]([C:1]2[CH:2]=[CH:3][CH:4]=[CH:5][CH:6]=2)=[C:8]([C:19]2[O:21][N:29]=[C:27]([C:26]3[CH:31]=[CH:32][CH:33]=[C:24]([C:23]([F:22])([F:34])[F:35])[CH:25]=3)[N:28]=2)[N:9]=[N:10]1, predict the reactants needed to synthesize it. The reactants are: [C:1]1([C:7]2[N:11]([C:12]3[CH:17]=[CH:16][CH:15]=[CH:14][C:13]=3[F:18])[N:10]=[N:9][C:8]=2[C:19]([OH:21])=O)[CH:6]=[CH:5][CH:4]=[CH:3][CH:2]=1.[F:22][C:23]([F:35])([F:34])[C:24]1[CH:25]=[C:26]([CH:31]=[CH:32][CH:33]=1)[C:27](=[N:29]O)[NH2:28]. (5) Given the product [F:17][C:18]1[CH:26]=[CH:25][CH:24]=[C:23]2[C:19]=1[C:20](=[CH:28][NH:16][C:13]1[CH:12]=[CH:11][C:10]([O:9][CH2:8][CH:4]3[CH2:5][CH2:6][CH2:7][N:2]([CH3:1])[CH2:3]3)=[CH:15][CH:14]=1)[C:21](=[O:27])[NH:22]2, predict the reactants needed to synthesize it. The reactants are: [CH3:1][N:2]1[CH2:7][CH2:6][CH2:5][CH:4]([CH2:8][O:9][C:10]2[CH:15]=[CH:14][C:13]([NH2:16])=[CH:12][CH:11]=2)[CH2:3]1.[F:17][C:18]1[CH:26]=[CH:25][CH:24]=[C:23]2[C:19]=1[C:20](=[CH:28]O)[C:21](=[O:27])[NH:22]2. (6) Given the product [CH:9]1[C:10]2[C:15](=[CH:14][CH:13]=[CH:12][CH:11]=2)[CH:16]=[CH:17][C:8]=1[C:4]1[CH:3]=[C:2]([B:29]([OH:34])[OH:30])[CH:7]=[CH:6][CH:5]=1, predict the reactants needed to synthesize it. The reactants are: Br[C:2]1[CH:3]=[C:4]([C:8]2[CH:17]=[CH:16][C:15]3[C:10](=[CH:11][CH:12]=[CH:13][CH:14]=3)[CH:9]=2)[CH:5]=[CH:6][CH:7]=1.CCCCCC.C([Li])CCC.[B:29](OC(C)C)([O:34]C(C)C)[O:30]C(C)C.Cl. (7) Given the product [F:16][C:2]([F:1])([F:15])[C:3]1[N:4]=[C:5]2[CH:10]=[CH:9][CH:8]=[CH:7][N:6]2[C:11]=1[C:12]1[NH:13][C:21](=[O:22])[CH:20]=[CH:19][N:14]=1, predict the reactants needed to synthesize it. The reactants are: [F:1][C:2]([F:16])([F:15])[C:3]1[N:4]=[C:5]2[CH:10]=[CH:9][CH:8]=[CH:7][N:6]2[C:11]=1[C:12](=[NH:14])[NH2:13].CN(C)[CH:19]=[CH:20][C:21](OCC)=[O:22]. (8) Given the product [OH:29][C:23]([C:25]([F:28])([F:27])[F:26])=[O:24].[NH2:7][CH:8]([CH2:9][CH3:10])[CH:11]([C:12]1[O:13][C:14]2[C:15]([N:20]=1)=[N:16][CH:17]=[CH:18][CH:19]=2)[OH:21], predict the reactants needed to synthesize it. The reactants are: C(OC(=O)[NH:7][C@H:8]([CH:11]([OH:21])[C:12]1[O:13][C:14]2[C:15]([N:20]=1)=[N:16][CH:17]=[CH:18][CH:19]=2)[CH2:9][CH3:10])(C)(C)C.[C:23]([OH:29])([C:25]([F:28])([F:27])[F:26])=[O:24]. (9) Given the product [C:18]1([CH3:24])[CH:23]=[CH:22][CH:21]=[CH:20][CH:19]=1.[CH2:6]1[CH2:9][O:4][CH2:3][CH2:2]1, predict the reactants needed to synthesize it. The reactants are: [Na][CH:2]([C:6]([O-])=O)[C:3]([O-])=[O:4].[C:9]([O-])(=O)CC([O-])=O.[H-].[Na+].[C:18]1([CH3:24])[CH:23]=[CH:22][CH:21]=[CH:20][CH:19]=1. (10) Given the product [Br:1][C:2]1[CH:3]=[CH:4][CH:5]=[C:6]2[C:11]=1[N:10]=[CH:9][CH:8]=[C:7]2[CH:12]=[N:14][OH:15], predict the reactants needed to synthesize it. The reactants are: [Br:1][C:2]1[CH:3]=[CH:4][CH:5]=[C:6]2[C:11]=1[N:10]=[CH:9][CH:8]=[C:7]2[CH:12]=O.[NH2:14][OH:15].